From a dataset of Forward reaction prediction with 1.9M reactions from USPTO patents (1976-2016). Predict the product of the given reaction. The product is: [N:6]([C:5]1[CH:7]=[CH:8][C:9]([N:10]2[CH:14]=[N:13][C:12]([CH3:15])=[N:11]2)=[C:3]([O:2][CH3:1])[CH:4]=1)=[C:16]=[S:17]. Given the reactants [CH3:1][O:2][C:3]1[CH:4]=[C:5]([CH:7]=[CH:8][C:9]=1[N:10]1[CH:14]=[N:13][C:12]([CH3:15])=[N:11]1)[NH2:6].[C:16](N1C=CC=CC1=O)(N1C=CC=CC1=O)=[S:17], predict the reaction product.